Dataset: Forward reaction prediction with 1.9M reactions from USPTO patents (1976-2016). Task: Predict the product of the given reaction. Given the reactants [CH2:1]([C:4]1[CH:9]=[CH:8][C:7]([S:10](Cl)(=[O:12])=[O:11])=[CH:6][CH:5]=1)[CH2:2][CH3:3].N1C=CC=CC=1.[NH2:20][C:21]1[CH:22]=[C:23]2[C:28](=[CH:29][CH:30]=1)[N:27]=[CH:26][N:25]=[CH:24]2.C([O-])(O)=O.[Na+], predict the reaction product. The product is: [CH2:1]([C:4]1[CH:9]=[CH:8][C:7]([S:10]([NH:20][C:21]2[CH:22]=[C:23]3[C:28](=[CH:29][CH:30]=2)[N:27]=[CH:26][N:25]=[CH:24]3)(=[O:12])=[O:11])=[CH:6][CH:5]=1)[CH2:2][CH3:3].